Dataset: Full USPTO retrosynthesis dataset with 1.9M reactions from patents (1976-2016). Task: Predict the reactants needed to synthesize the given product. (1) The reactants are: FC(F)(F)S(O[C:7]1[CH:12]=[CH:11][N:10]=[C:9]([NH:13][C:14]2[CH:19]=[CH:18][C:17]([C:20]#[N:21])=[CH:16][CH:15]=2)[N:8]=1)(=O)=O.[Cl:24][C:25]1[CH:30]=[C:29]([C:31]([F:34])([F:33])[F:32])[CH:28]=[C:27]([Cl:35])[C:26]=1[NH2:36]. Given the product [Cl:24][C:25]1[CH:30]=[C:29]([C:31]([F:34])([F:32])[F:33])[CH:28]=[C:27]([Cl:35])[C:26]=1[NH:36][C:7]1[CH:12]=[CH:11][N:10]=[C:9]([NH:13][C:14]2[CH:15]=[CH:16][C:17]([C:20]#[N:21])=[CH:18][CH:19]=2)[N:8]=1, predict the reactants needed to synthesize it. (2) Given the product [O:7]=[C:8]([CH3:20])[CH2:9][CH2:10][CH2:11][CH2:12][C@H:13]([CH2:17][CH2:18][CH3:19])[C:14]([OH:16])=[O:15], predict the reactants needed to synthesize it. The reactants are: OCC(CO)O.[O:7]=[C:8]([CH3:20])[CH2:9][CH2:10][CH2:11][CH2:12][C@@H:13]([CH2:17][CH2:18][CH3:19])[C:14]([OH:16])=[O:15]. (3) Given the product [CH:1]1([CH2:7][CH2:8][CH2:9][O:10][C:11]2[CH:16]=[CH:15][N:14]([CH2:17][CH2:18][C:19]([CH3:34])([S:30]([CH3:33])(=[O:32])=[O:31])[C:20]([NH:22][OH:23])=[O:21])[C:13](=[O:35])[CH:12]=2)[CH2:2][CH2:3][CH2:4][CH2:5][CH2:6]1, predict the reactants needed to synthesize it. The reactants are: [CH:1]1([CH2:7][CH2:8][CH2:9][O:10][C:11]2[CH:16]=[CH:15][N:14]([CH2:17][CH2:18][C:19]([CH3:34])([S:30]([CH3:33])(=[O:32])=[O:31])[C:20]([NH:22][O:23]C3CCCCO3)=[O:21])[C:13](=[O:35])[CH:12]=2)[CH2:6][CH2:5][CH2:4][CH2:3][CH2:2]1.C(Cl)Cl.O.Cl. (4) Given the product [O:27]=[C:28]1[N:37]([CH:38]2[CH2:39][CH2:40][N:41]([C:44]([O:26][CH:6]([C:2]3[O:1][CH:5]=[CH:4][CH:3]=3)[CH2:7][C:8]3[CH:16]=[C:15]([CH3:17])[C:14]4[C:10](=[CH:11][N:12]([CH2:18][O:19][CH2:20][CH2:21][Si:22]([CH3:24])([CH3:23])[CH3:25])[N:13]=4)[CH:9]=3)=[O:45])[CH2:42][CH2:43]2)[CH2:36][C:35]2[C:30](=[CH:31][CH:32]=[CH:33][CH:34]=2)[NH:29]1, predict the reactants needed to synthesize it. The reactants are: [O:1]1[CH:5]=[CH:4][CH:3]=[C:2]1[CH:6]([OH:26])[CH2:7][C:8]1[CH:16]=[C:15]([CH3:17])[C:14]2[C:10](=[CH:11][N:12]([CH2:18][O:19][CH2:20][CH2:21][Si:22]([CH3:25])([CH3:24])[CH3:23])[N:13]=2)[CH:9]=1.[O:27]=[C:28]1[N:37]([CH:38]2[CH2:43][CH2:42][N:41]([C:44](OC3C=CC([N+]([O-])=O)=CC=3)=[O:45])[CH2:40][CH2:39]2)[CH2:36][C:35]2[C:30](=[CH:31][CH:32]=[CH:33][CH:34]=2)[NH:29]1.[H-].[Na+].C(Cl)Cl. (5) Given the product [O:27]([C:28]1[CH:29]=[CH:30][C:31]([C:3]#[C:2][CH2:1][O:4][CH2:5][CH2:6][N:7]2[C:19]3[C:18]4[CH:17]=[CH:16][CH:15]=[CH:14][C:13]=4[N:12]=[C:11]([NH2:20])[C:10]=3[N:9]=[CH:8]2)=[CH:32][CH:33]=1)[C:21]1[CH:26]=[CH:25][CH:24]=[CH:23][CH:22]=1, predict the reactants needed to synthesize it. The reactants are: [CH2:1]([O:4][CH2:5][CH2:6][N:7]1[C:19]2[C:18]3[CH:17]=[CH:16][CH:15]=[CH:14][C:13]=3[N:12]=[C:11]([NH2:20])[C:10]=2[N:9]=[CH:8]1)[C:2]#[CH:3].[C:21]1([O:27][C:28]2[CH:33]=[CH:32][C:31](I)=[CH:30][CH:29]=2)[CH:26]=[CH:25][CH:24]=[CH:23][CH:22]=1.[OH-].[Na+].